The task is: Predict the reaction yield, written as a fraction of the theoretical maximum amount of product (1.0 means a 100% yield; for example, 0.34 means a 34% yield).. This data is from Reaction yield outcomes from USPTO patents with 853,638 reactions. (1) The reactants are [C:1]([O:5][C:6]([N:8]1[CH2:13][CH2:12][N:11]([C:14]2[CH:19]=[CH:18][CH:17]=[CH:16][C:15]=2[C:20]([OH:22])=O)[CH2:10][CH2:9]1)=[O:7])([CH3:4])([CH3:3])[CH3:2].C(Cl)CCl.C1C=CC2N(O)N=NC=2C=1.[CH3:37][N:38]1[CH2:43][CH2:42][C:41]2[N:44]=[C:45]([NH2:47])[S:46][C:40]=2[CH2:39]1.C(N(CC)C(C)C)(C)C. The catalyst is C(Cl)Cl.CN(C=O)C. The product is [C:1]([O:5][C:6]([N:8]1[CH2:9][CH2:10][N:11]([C:14]2[CH:19]=[CH:18][CH:17]=[CH:16][C:15]=2[C:20](=[O:22])[NH:47][C:45]2[S:46][C:40]3[CH2:39][N:38]([CH3:37])[CH2:43][CH2:42][C:41]=3[N:44]=2)[CH2:12][CH2:13]1)=[O:7])([CH3:2])([CH3:3])[CH3:4]. The yield is 0.850. (2) The reactants are [NH2:1][C:2]1[CH:7]=[CH:6][C:5]([CH:8]([CH3:16])[C:9]([O:11][C:12]([CH3:15])([CH3:14])[CH3:13])=[O:10])=[CH:4][CH:3]=1.[Br:17]N1C(=O)CCC1=O.O. The catalyst is CN(C=O)C. The product is [NH2:1][C:2]1[CH:3]=[CH:4][C:5]([CH:8]([CH3:16])[C:9]([O:11][C:12]([CH3:15])([CH3:14])[CH3:13])=[O:10])=[CH:6][C:7]=1[Br:17]. The yield is 0.850. (3) The reactants are Br[C:2]1[CH:7]=[C:6]([CH3:8])[CH:5]=[CH:4][C:3]=1[NH2:9].[C:10]([Cu])#[N:11]. The catalyst is CN1C(=O)CCC1. The product is [NH2:9][C:3]1[CH:4]=[CH:5][C:6]([CH3:8])=[CH:7][C:2]=1[C:10]#[N:11]. The yield is 0.600. (4) The reactants are Cl[C:2]1[N:6]([CH3:7])[N:5]=[C:4]([CH:8]([F:10])[F:9])[C:3]=1[CH:11]=[O:12].[F-:13].[K+]. The product is [F:13][C:2]1[N:6]([CH3:7])[N:5]=[C:4]([CH:8]([F:10])[F:9])[C:3]=1[CH:11]=[O:12]. The catalyst is CN(C)C=O. The yield is 0.900. (5) The reactants are [C:1]([O:5][C:6](=[O:20])[NH:7][CH2:8][C:9]12[CH2:18][CH:13]3[CH2:14][CH:15]([CH2:17][CH:11]([CH:12]3[OH:19])[CH2:10]1)[CH2:16]2)([CH3:4])([CH3:3])[CH3:2].CC(OI1(OC(C)=O)(OC(C)=O)OC(=O)C2C=CC=CC1=2)=O. The catalyst is C(Cl)Cl. The product is [C:1]([O:5][C:6](=[O:20])[NH:7][CH2:8][C:9]12[CH2:18][CH:13]3[CH2:14][CH:15]([CH2:17][CH:11]([C:12]3=[O:19])[CH2:10]1)[CH2:16]2)([CH3:4])([CH3:2])[CH3:3]. The yield is 0.900. (6) The reactants are [C:1]([C:4]1[C:22](=[O:23])[C@@:8]2([CH3:24])[C:9]3[C:15]([OH:16])=[CH:14][C:13]([O:17][CH3:18])=[C:12]([C:19]([NH2:21])=[O:20])[C:10]=3[O:11][C:7]2=[CH:6][C:5]=1[OH:25])(=[O:3])[CH3:2].[C:26]([O:29][C:30]1[CH:35]=[C:34]([CH3:36])[C:33]([CH:37]=O)=[C:32]([CH3:39])[C:31]=1[CH3:40])(=[O:28])[CH3:27].C([SiH](CC)CC)C.FC(F)(F)C(O)=O. The catalyst is C(#N)C. The product is [C:26]([O:29][C:30]1[CH:35]=[C:34]([CH3:36])[C:33]([CH2:37][NH:21][C:19]([C:12]2[C:10]3[O:11][C:7]4[C@@:8]([CH3:24])([C:22](=[O:23])[C:4]([C:1](=[O:3])[CH3:2])=[C:5]([OH:25])[CH:6]=4)[C:9]=3[C:15]([OH:16])=[CH:14][C:13]=2[O:17][CH3:18])=[O:20])=[C:32]([CH3:39])[C:31]=1[CH3:40])(=[O:28])[CH3:27]. The yield is 0.970. (7) The reactants are [F:1][C:2]1[CH:9]=[CH:8][CH:7]=[C:6]([I:10])[C:3]=1[C:4]#N.[H-].C([Al+]CC(C)C)C(C)C.C1(C)C=CC=CC=1.S(=O)(=O)(O)[OH:29]. The catalyst is C1(C)C=CC=CC=1. The product is [F:1][C:2]1[CH:9]=[CH:8][CH:7]=[C:6]([I:10])[C:3]=1[CH:4]=[O:29]. The yield is 0.830. (8) The reactants are [F:1][C:2]1[CH:10]=[CH:9][C:5]([CH2:6][C:7]#[N:8])=[CH:4][CH:3]=1.[Cl-].[NH4+].[N-:13]=[N+:14]=[N-:15].[Na+].O. The catalyst is CN(C)C=O. The product is [F:1][C:2]1[CH:10]=[CH:9][C:5]([CH2:6][C:7]2[N:13]=[N:14][NH:15][N:8]=2)=[CH:4][CH:3]=1. The yield is 0.550. (9) No catalyst specified. The reactants are CS(C1C=CC(CBr)=CC=1)(=O)=O.Br[C:14]1[CH:19]=[CH:18][C:17](/[CH:20]=[CH:21]/[C:22]2[N:23]([CH2:35][C:36]3[CH:41]=[CH:40][C:39]([S:42]([CH3:45])(=[O:44])=[O:43])=[CH:38][CH:37]=3)[CH:24]=[C:25]([C:27]3[CH:32]=[CH:31][C:30]([Cl:33])=[CH:29][C:28]=3[Cl:34])[N:26]=2)=[CH:16][CH:15]=1.[F:46][C:47]([F:58])([F:57])[C:48]1[CH:49]=[C:50](B(O)O)[CH:51]=[CH:52][CH:53]=1. The product is [Cl:34][C:28]1[CH:29]=[C:30]([Cl:33])[CH:31]=[CH:32][C:27]=1[C:25]1[N:26]=[C:22](/[CH:21]=[CH:20]/[C:17]2[CH:18]=[CH:19][C:14]([C:52]3[CH:51]=[CH:50][CH:49]=[C:48]([C:47]([F:58])([F:57])[F:46])[CH:53]=3)=[CH:15][CH:16]=2)[N:23]([CH2:35][C:36]2[CH:41]=[CH:40][C:39]([S:42]([CH3:45])(=[O:44])=[O:43])=[CH:38][CH:37]=2)[CH:24]=1. The yield is 0.490. (10) The reactants are Cl[C:2]1[CH:7]=[CH:6][C:5]([N+:8]([O-:10])=[O:9])=[CH:4][N:3]=1.[C:11]([C:15]1[CH:16]=[C:17]([OH:21])[CH:18]=[CH:19][CH:20]=1)([CH3:14])([CH3:13])[CH3:12].C([O-])([O-])=O.[K+].[K+]. The catalyst is CS(C)=O. The product is [C:11]([C:15]1[CH:16]=[C:17]([CH:18]=[CH:19][CH:20]=1)[O:21][C:2]1[CH:7]=[CH:6][C:5]([N+:8]([O-:10])=[O:9])=[CH:4][N:3]=1)([CH3:14])([CH3:12])[CH3:13]. The yield is 0.990.